Predict which catalyst facilitates the given reaction. From a dataset of Catalyst prediction with 721,799 reactions and 888 catalyst types from USPTO. (1) Reactant: [F:1][C:2]1[CH:3]=[C:4]([NH:9][C:10](=[O:15])[C:11]([CH3:14])([CH3:13])[CH3:12])[CH:5]=[CH:6][C:7]=1[F:8].[Li]CCCC.[F:21][C:22]1[CH:32]=[CH:31][C:25]([C:26](OCC)=[O:27])=[CH:24][CH:23]=1. Product: [F:1][C:2]1[C:3]([C:26](=[O:27])[C:25]2[CH:31]=[CH:32][C:22]([F:21])=[CH:23][CH:24]=2)=[C:4]([NH:9][C:10](=[O:15])[C:11]([CH3:12])([CH3:14])[CH3:13])[CH:5]=[CH:6][C:7]=1[F:8]. The catalyst class is: 1. (2) Reactant: [C:1]([C:5]1[CH:9]=[C:8]([C:10]([O:12]CC)=[O:11])[N:7]([C:15]2[CH:20]=[CH:19][C:18]([C:21]#[N:22])=[CH:17][CH:16]=2)[N:6]=1)([CH3:4])([CH3:3])[CH3:2].C1COCC1.CCO.O.O[Li].O. Product: [C:1]([C:5]1[CH:9]=[C:8]([C:10]([OH:12])=[O:11])[N:7]([C:15]2[CH:16]=[CH:17][C:18]([C:21]#[N:22])=[CH:19][CH:20]=2)[N:6]=1)([CH3:4])([CH3:2])[CH3:3]. The catalyst class is: 33. (3) Reactant: [C:1]([NH:8][CH2:9][C:10]([OH:12])=O)([O:3][C:4]([CH3:7])([CH3:6])[CH3:5])=[O:2].C1N=CN(C(N2C=NC=C2)=O)C=1.[CH2:25]([C:29]1[N:30]([CH2:37][C:38]2[CH:43]=[CH:42][C:41]([S:44]([NH2:47])(=[O:46])=[O:45])=[CH:40][CH:39]=2)[C:31]([CH:35]=[O:36])=[C:32]([Cl:34])[N:33]=1)[CH2:26][CH2:27][CH3:28].C1CCN2C(=NCCC2)CC1. Product: [C:4]([O:3][C:1](=[O:2])[NH:8][CH2:9][C:10]([NH:47][S:44]([C:41]1[CH:42]=[CH:43][C:38]([CH2:37][N:30]2[C:31]([CH:35]=[O:36])=[C:32]([Cl:34])[N:33]=[C:29]2[CH2:25][CH2:26][CH2:27][CH3:28])=[CH:39][CH:40]=1)(=[O:46])=[O:45])=[O:12])([CH3:5])([CH3:6])[CH3:7]. The catalyst class is: 1. (4) Reactant: [CH3:1][C:2]1[CH:9]=[CH:8][C:5]([CH:6]=O)=[CH:4][N:3]=1.[NH2:10][C:11]1[CH:27]=[CH:26][CH:25]=[CH:24][C:12]=1[C:13]([NH:15][C:16]1[CH:21]=[CH:20][C:19]([S:22][CH3:23])=[CH:18][CH:17]=1)=[O:14]. Product: [CH3:1][C:2]1[N:3]=[CH:4][C:5]([C:6]2[N:15]([C:16]3[CH:21]=[CH:20][C:19]([S:22][CH3:23])=[CH:18][CH:17]=3)[C:13](=[O:14])[C:12]3[C:11](=[CH:27][CH:26]=[CH:25][CH:24]=3)[N:10]=2)=[CH:8][CH:9]=1. The catalyst class is: 14. (5) Reactant: Cl.[NH2:2][C:3]1[N:4]=[C:5]2[CH:10]=[CH:9][C:8]([O:11][C:12]3[CH:13]=[CH:14][C:15]([F:28])=[C:16]([NH:18][C:19]([C:21]4[N:25]([CH3:26])[N:24]=[C:23]([CH3:27])[CH:22]=4)=[O:20])[CH:17]=3)=[N:7][N:6]2[CH:29]=1.[C:30](Cl)(=[O:33])[CH2:31][CH3:32].O. Product: [F:28][C:15]1[CH:14]=[CH:13][C:12]([O:11][C:8]2[CH:9]=[CH:10][C:5]3[N:6]([CH:29]=[C:3]([NH:2][C:30](=[O:33])[CH2:31][CH3:32])[N:4]=3)[N:7]=2)=[CH:17][C:16]=1[NH:18][C:19]([C:21]1[N:25]([CH3:26])[N:24]=[C:23]([CH3:27])[CH:22]=1)=[O:20]. The catalyst class is: 80. (6) Reactant: [CH2:1]([O:8][C:9]1[CH:18]=[C:17]2[C:12]([CH2:13][CH2:14][CH:15]([CH:19]=[CH:20][O:21]C)[O:16]2)=[CH:11][CH:10]=1)[C:2]1[CH:7]=[CH:6][CH:5]=[CH:4][CH:3]=1.Cl(O)(=O)(=O)=O.[NH4+].[OH-]. Product: [CH2:1]([O:8][C:9]1[CH:18]=[C:17]2[C:12]([CH2:13][CH2:14][CH:15]([CH2:19][CH:20]=[O:21])[O:16]2)=[CH:11][CH:10]=1)[C:2]1[CH:3]=[CH:4][CH:5]=[CH:6][CH:7]=1. The catalyst class is: 1. (7) Reactant: [O:1]1[C:5]2[CH:6]=[CH:7][C:8]([C:10]3([C:13]([NH:15][C:16]4[CH:21]=[CH:20][C:19]([CH3:22])=[C:18](B5OC(C)(C)C(C)(C)O5)[CH:17]=4)=[O:14])[CH2:12][CH2:11]3)=[CH:9][C:4]=2[O:3][CH2:2]1.Br[C:33]1[CH:41]=[CH:40][C:36]([C:37]([NH2:39])=[O:38])=[CH:35][C:34]=1[F:42].C([O-])([O-])=O.[K+].[K+]. Product: [O:1]1[C:5]2[CH:6]=[CH:7][C:8]([C:10]3([C:13]([NH:15][C:16]4[CH:21]=[CH:20][C:19]([CH3:22])=[C:18]([C:33]5[CH:41]=[CH:40][C:36]([C:37]([NH2:39])=[O:38])=[CH:35][C:34]=5[F:42])[CH:17]=4)=[O:14])[CH2:12][CH2:11]3)=[CH:9][C:4]=2[O:3][CH2:2]1. The catalyst class is: 3. (8) Reactant: [OH:1][CH2:2][CH:3]1[CH2:20][CH2:19][C@@H:7]2[C@:8]3([CH3:18])[C@@H:13]([CH2:14][CH2:15][C@H:6]2[CH:5]([OH:21])[CH2:4]1)[C:12]([CH3:17])([CH3:16])[CH2:11][CH2:10][CH2:9]3.CC1(C)N([O])C(C)(C)CCC1.C([O-])(O)=O.[Na+].C([O-])([O-])=O.[K+].[K+].C1C(=O)N(Cl)C(=O)C1. Product: [OH:21][CH:5]1[C@@H:6]2[CH2:15][CH2:14][C@@H:13]3[C@@:8]([CH3:18])([C@H:7]2[CH2:19][CH2:20][CH:3]([CH:2]=[O:1])[CH2:4]1)[CH2:9][CH2:10][CH2:11][C:12]3([CH3:16])[CH3:17]. The catalyst class is: 2. (9) The catalyst class is: 101. Reactant: [C:1]([O:5][C:6](=[O:18])[NH:7][C:8]1[CH:13]=[C:12]([C:14]#[N:15])[CH:11]=[C:10](Br)[C:9]=1[Cl:17])([CH3:4])([CH3:3])[CH3:2].[Si:19]([O:26][CH:27]1[CH2:32][CH2:31][NH:30][CH2:29][CH2:28]1)([C:22]([CH3:25])([CH3:24])[CH3:23])([CH3:21])[CH3:20].C(=O)([O-])[O-].[Cs+].[Cs+].C1C=CC(P(C2C(C3C(P(C4C=CC=CC=4)C4C=CC=CC=4)=CC=C4C=3C=CC=C4)=C3C(C=CC=C3)=CC=2)C2C=CC=CC=2)=CC=1. Product: [C:1]([O:5][C:6](=[O:18])[NH:7][C:8]1[CH:13]=[C:12]([C:14]#[N:15])[CH:11]=[C:10]([N:30]2[CH2:31][CH2:32][CH:27]([O:26][Si:19]([C:22]([CH3:25])([CH3:24])[CH3:23])([CH3:20])[CH3:21])[CH2:28][CH2:29]2)[C:9]=1[Cl:17])([CH3:4])([CH3:3])[CH3:2]. (10) Reactant: [F:1][C:2]1[CH:10]=[C:9]2[C:5]([C:6]([C:13]3[CH:14]=[CH:15][C:16]4[S:20](=[O:22])(=[O:21])[N:19]([CH:23]5[CH2:26][N:25]([CH3:27])[CH2:24]5)[CH2:18][C:17]=4[CH:28]=3)=[CH:7][N:8]2CO)=[CH:4][CH:3]=1.N.O. Product: [F:1][C:2]1[CH:10]=[C:9]2[C:5]([C:6]([C:13]3[CH:14]=[CH:15][C:16]4[S:20](=[O:21])(=[O:22])[N:19]([CH:23]5[CH2:26][N:25]([CH3:27])[CH2:24]5)[CH2:18][C:17]=4[CH:28]=3)=[CH:7][NH:8]2)=[CH:4][CH:3]=1. The catalyst class is: 12.